From a dataset of Forward reaction prediction with 1.9M reactions from USPTO patents (1976-2016). Predict the product of the given reaction. (1) Given the reactants [Si]([O:18][C:19]1[CH:27]=[C:26]2[C:22]([C:23]([C:35]([F:38])([F:37])[F:36])=[N:24][N:25]2[C:28]([O:30][C:31]([CH3:34])([CH3:33])[CH3:32])=[O:29])=[CH:21][CH:20]=1)(C(C)(C)C)(C1C=CC=CC=1)C1C=CC=CC=1.CCCC[N+](CCCC)(CCCC)CCCC.[F-].C1COCC1, predict the reaction product. The product is: [OH:18][C:19]1[CH:27]=[C:26]2[C:22]([C:23]([C:35]([F:37])([F:38])[F:36])=[N:24][N:25]2[C:28]([O:30][C:31]([CH3:33])([CH3:34])[CH3:32])=[O:29])=[CH:21][CH:20]=1. (2) The product is: [CH3:30][CH:31]([CH3:33])[CH2:32][CH:1]([C:3]1[CH:12]=[CH:11][C:6]([C:7]([O:9][CH3:10])=[O:8])=[CH:5][N:4]=1)[NH:27][C:24]1[CH:25]=[CH:26][C:21]([C:18]2[CH:19]=[CH:20][C:15]([C:14]([F:28])([F:29])[F:13])=[CH:16][CH:17]=2)=[CH:22][CH:23]=1. Given the reactants [CH:1]([C:3]1[CH:12]=[CH:11][C:6]([C:7]([O:9][CH3:10])=[O:8])=[CH:5][N:4]=1)=O.[F:13][C:14]([F:29])([F:28])[C:15]1[CH:20]=[CH:19][C:18]([C:21]2[CH:26]=[CH:25][C:24]([NH2:27])=[CH:23][CH:22]=2)=[CH:17][CH:16]=1.[CH2:30]([Mg]Br)[CH:31]([CH3:33])[CH3:32], predict the reaction product. (3) Given the reactants [CH2:1]([NH:5][C:6]1[CH:11]=[C:10]([Cl:12])[C:9]([CH3:13])=[CH:8][C:7]=1[N+:14]([O-])=O)[CH2:2][CH2:3][CH3:4], predict the reaction product. The product is: [CH2:1]([NH:5][C:6]1[C:7]([NH2:14])=[CH:8][C:9]([CH3:13])=[C:10]([Cl:12])[CH:11]=1)[CH2:2][CH2:3][CH3:4].